This data is from Reaction yield outcomes from USPTO patents with 853,638 reactions. The task is: Predict the reaction yield, written as a fraction of the theoretical maximum amount of product (1.0 means a 100% yield; for example, 0.34 means a 34% yield). (1) The product is [CH:11]([N:9]1[CH2:10][CH:7]([CH2:6][CH2:5][OH:4])[CH2:8]1)([C:18]1[CH:23]=[CH:22][CH:21]=[CH:20][CH:19]=1)[C:12]1[CH:13]=[CH:14][CH:15]=[CH:16][CH:17]=1. The reactants are [Li].C([O:4][C:5](=O)[CH:6]=[C:7]1[CH2:10][N:9]([CH:11]([C:18]2[CH:23]=[CH:22][CH:21]=[CH:20][CH:19]=2)[C:12]2[CH:17]=[CH:16][CH:15]=[CH:14][CH:13]=2)[CH2:8]1)C.O.[OH-].[Na+]. The catalyst is O1CCCC1. The yield is 0.760. (2) The reactants are [Cl:1][C:2]1[CH:10]=[C:6]([C:7]([OH:9])=O)[C:5]([OH:11])=[CH:4][CH:3]=1.[F:12][C:13]1[C:19]([F:20])=[C:18]([F:21])[C:17]([F:22])=[C:16]([F:23])[C:14]=1[NH2:15]. No catalyst specified. The product is [Cl:1][C:2]1[CH:3]=[CH:4][C:5]([OH:11])=[C:6]([CH:10]=1)[C:7]([NH:15][C:14]1[C:16]([F:23])=[C:17]([F:22])[C:18]([F:21])=[C:19]([F:20])[C:13]=1[F:12])=[O:9]. The yield is 0.586. (3) The yield is 0.410. The catalyst is C(#N)C. The reactants are [OH:1][C:2]1[CH:7]=[CH:6][C:5]([N+:8]([O-:10])=[O:9])=[CH:4][N:3]=1.[I-].C[N+]1C=CN([C:18](=[O:27])[N:19]([CH3:26])[C:20]2[CH:25]=[CH:24][CH:23]=[CH:22][CH:21]=2)C=1.C(N(CC)CC)C. The product is [N+:8]([C:5]1[CH:6]=[CH:7][C:2]([O:1][C:18](=[O:27])[N:19]([CH3:26])[C:20]2[CH:25]=[CH:24][CH:23]=[CH:22][CH:21]=2)=[N:3][CH:4]=1)([O-:10])=[O:9]. (4) The reactants are [NH2:1][C:2]1[CH:7]=[CH:6][C:5](Br)=[CH:4][N:3]=1.C([Li])CCC.Cl[Si](C)(C)CC[Si](Cl)(C)C.[C:24]1([S:30]([N:33]2[C:37]3=[N:38][CH:39]=[C:40]([Cl:42])[CH:41]=[C:36]3[C:35]([CH:43]=[O:44])=[CH:34]2)(=[O:32])=[O:31])[CH:29]=[CH:28][CH:27]=[CH:26][CH:25]=1. The catalyst is O1CCCC1.O. The product is [NH2:1][C:2]1[N:3]=[CH:4][C:5]([CH:43]([C:35]2[C:36]3[C:37](=[N:38][CH:39]=[C:40]([Cl:42])[CH:41]=3)[N:33]([S:30]([C:24]3[CH:25]=[CH:26][CH:27]=[CH:28][CH:29]=3)(=[O:32])=[O:31])[CH:34]=2)[OH:44])=[CH:6][CH:7]=1. The yield is 0.509. (5) The reactants are [Br:1][C:2]1[CH:3]=[C:4]([OH:11])[CH:5]=[C:6]([N+:8]([O-:10])=[O:9])[CH:7]=1.C([O-])([O-])=O.[K+].[K+].[CH2:18](Br)[C:19]1[CH:24]=[CH:23][CH:22]=[CH:21][CH:20]=1. The catalyst is CC(C)=O.O. The product is [CH2:18]([O:11][C:4]1[CH:5]=[C:6]([N+:8]([O-:10])=[O:9])[CH:7]=[C:2]([Br:1])[CH:3]=1)[C:19]1[CH:24]=[CH:23][CH:22]=[CH:21][CH:20]=1. The yield is 0.910. (6) The reactants are [F:1][C:2]1[CH:7]=[CH:6][C:5]([C:8]2[N:9]=[C:10]([CH:14]3[CH2:19][CH2:18][NH:17][CH2:16][CH2:15]3)[N:11]([CH3:13])[CH:12]=2)=[CH:4][C:3]=1[C:20]([F:23])([F:22])[F:21].[NH2:24][C:25]1[C:30]([CH:31]=[O:32])=[C:29](Cl)[N:28]=[CH:27][N:26]=1.CCN(C(C)C)C(C)C.O. The catalyst is C(#N)C. The product is [NH2:24][C:25]1[C:30]([CH:31]=[O:32])=[C:29]([N:17]2[CH2:18][CH2:19][CH:14]([C:10]3[N:11]([CH3:13])[CH:12]=[C:8]([C:5]4[CH:6]=[CH:7][C:2]([F:1])=[C:3]([C:20]([F:21])([F:22])[F:23])[CH:4]=4)[N:9]=3)[CH2:15][CH2:16]2)[N:28]=[CH:27][N:26]=1. The yield is 0.850. (7) The reactants are [H-].[Na+].Cl[CH2:4][O:5][CH3:6].[Cl-].[NH4+].[CH3:9][O:10][C:11]1[CH:12]=[C:13]([OH:17])[CH:14]=[CH:15][CH:16]=1. The catalyst is CN(C)C=O. The product is [CH3:9][O:10][C:11]1[CH:16]=[CH:15][CH:14]=[C:13]([O:17][CH2:4][O:5][CH3:6])[CH:12]=1. The yield is 0.963. (8) The reactants are Br[C:2]1[CH:7]=[CH:6][C:5]([N:8]2[C:12]([CH2:13][C@@H:14]3[CH2:18][CH2:17][N:16]([C:19]([CH:21]4[CH2:23][CH2:22]4)=[O:20])[CH2:15]3)=[N:11][NH:10][C:9]2=[O:24])=[CH:4][CH:3]=1.[C:25]1(B(O)O)[C:34]2[C:29](=[CH:30][CH:31]=[CH:32][CH:33]=2)[CH:28]=[CH:27][CH:26]=1.C(=O)([O-])[O-].[K+].[K+]. The catalyst is O1CCOCC1.C1C=CC(P(C2C=CC=CC=2)[C-]2C=CC=C2)=CC=1.C1C=CC(P(C2C=CC=CC=2)[C-]2C=CC=C2)=CC=1.Cl[Pd]Cl.[Fe+2].ClCCl. The product is [CH:21]1([C:19]([N:16]2[CH2:17][CH2:18][C@@H:14]([CH2:13][C:12]3[N:8]([C:5]4[CH:6]=[CH:7][C:2]([C:33]5[C:34]6[C:29](=[CH:28][CH:27]=[CH:26][CH:25]=6)[CH:30]=[CH:31][CH:32]=5)=[CH:3][CH:4]=4)[C:9](=[O:24])[NH:10][N:11]=3)[CH2:15]2)=[O:20])[CH2:23][CH2:22]1. The yield is 0.560. (9) The reactants are [CH:1]([O:4][C:5]([N:7]1[CH2:12][CH2:11][CH:10]([O:13][C:14]2[C:19]([N+:20]([O-])=O)=[C:18]([NH:23][C:24]3[CH:29]=[CH:28][C:27]([S:30]([CH3:33])(=[O:32])=[O:31])=[CH:26][C:25]=3[F:34])[N:17]=[CH:16][N:15]=2)[CH2:9][CH2:8]1)=[O:6])([CH3:3])[CH3:2].NCl. The catalyst is C1COCC1.O.[Zn]. The product is [CH:1]([O:4][C:5]([N:7]1[CH2:8][CH2:9][CH:10]([O:13][C:14]2[C:19]([NH2:20])=[C:18]([NH:23][C:24]3[CH:29]=[CH:28][C:27]([S:30]([CH3:33])(=[O:32])=[O:31])=[CH:26][C:25]=3[F:34])[N:17]=[CH:16][N:15]=2)[CH2:11][CH2:12]1)=[O:6])([CH3:3])[CH3:2]. The yield is 0.710.